From a dataset of Catalyst prediction with 721,799 reactions and 888 catalyst types from USPTO. Predict which catalyst facilitates the given reaction. (1) Reactant: C[O:2][C:3]([C:5]1([C:8]2[CH:9]=[N:10][CH:11]=[CH:12][CH:13]=2)[CH2:7][CH2:6]1)=O.[H-].[H-].[H-].[H-].[Li+].[Al+3]. Product: [N:10]1[CH:11]=[CH:12][CH:13]=[C:8]([C:5]2([CH2:3][OH:2])[CH2:6][CH2:7]2)[CH:9]=1. The catalyst class is: 1. (2) Reactant: [NH2:1][CH2:2][C@:3]1([CH2:18][OH:19])[O:7][C@@H:6]([N:8]2[CH:16]=[C:14]([CH3:15])[C:12](=[O:13])[NH:11][C:9]2=[O:10])[CH2:5][C@@H:4]1[OH:17].[F:20][C:21]([F:30])([F:29])[C:22]([NH:24][CH2:25][C:26](O)=[O:27])=[O:23].C(N(C(C)C)CC)(C)C. Product: [F:20][C:21]([F:30])([F:29])[C:22]([NH:24][CH2:25][C:26]([NH:1][CH2:2][C@:3]1([CH2:18][OH:19])[O:7][C@@H:6]([N:8]2[CH:16]=[C:14]([CH3:15])[C:12](=[O:13])[NH:11][C:9]2=[O:10])[CH2:5][C@@H:4]1[OH:17])=[O:27])=[O:23]. The catalyst class is: 9. (3) Reactant: [CH:1]1([C:4]2[N:9]=[C:8]([N:10]3[CH2:14][CH2:13][C:12]([F:16])([F:15])[CH2:11]3)[C:7]3[CH:17]=[N:18][N:19](CC4C=CC(OC)=CC=4)[C:6]=3[CH:5]=2)[CH2:3][CH2:2]1.C(O)(C(F)(F)F)=O.CS(O)(=O)=O.[OH-].[Na+]. Product: [CH:1]1([C:4]2[N:9]=[C:8]([N:10]3[CH2:14][CH2:13][C:12]([F:15])([F:16])[CH2:11]3)[C:7]3[CH:17]=[N:18][NH:19][C:6]=3[CH:5]=2)[CH2:3][CH2:2]1. The catalyst class is: 2.